From a dataset of Reaction yield outcomes from USPTO patents with 853,638 reactions. Predict the reaction yield, written as a fraction of the theoretical maximum amount of product (1.0 means a 100% yield; for example, 0.34 means a 34% yield). (1) The reactants are [CH3:1][C:2]([C:6]1[N:10]([CH2:11][CH:12]2[CH2:17][CH2:16][O:15][CH2:14][CH2:13]2)[C:9]2[CH:18]=[CH:19][C:20]([S:22](Cl)(=[O:24])=[O:23])=[CH:21][C:8]=2[N:7]=1)([CH3:5])[CH2:3][CH3:4].[NH:26]1[CH:30]=[C:29]([CH:31]=[O:32])[CH:28]=[N:27]1. The catalyst is CN(C1C=CN=CC=1)C.CC#N. The product is [CH3:1][C:2]([C:6]1[N:10]([CH2:11][CH:12]2[CH2:17][CH2:16][O:15][CH2:14][CH2:13]2)[C:9]2[CH:18]=[CH:19][C:20]([S:22]([N:26]3[CH:30]=[C:29]([CH:31]=[O:32])[CH:28]=[N:27]3)(=[O:24])=[O:23])=[CH:21][C:8]=2[N:7]=1)([CH3:5])[CH2:3][CH3:4]. The yield is 0.240. (2) The reactants are [F:1][C:2]1[CH:9]=[CH:8][C:5]([CH:6]=O)=[CH:4][CH:3]=1.[CH3:10][O:11][C:12]1[CH:18]=[CH:17][C:15]([NH2:16])=[CH:14][CH:13]=1. The catalyst is C(O)C. The product is [F:1][C:2]1[CH:9]=[CH:8][C:5]([CH:6]=[N:16][C:15]2[CH:17]=[CH:18][C:12]([O:11][CH3:10])=[CH:13][CH:14]=2)=[CH:4][CH:3]=1. The yield is 0.389. (3) The reactants are [NH2:1][C:2]1[CH:7]=[CH:6][C:5]([N:8]2[CH2:13][CH2:12][N:11]([C:14]([O:16][CH2:17][C:18]3[CH:23]=[CH:22][CH:21]=[CH:20][CH:19]=3)=[O:15])[CH2:10][CH2:9]2)=[CH:4][C:3]=1[CH2:24][S:25]([C:28]1[C:37]2[C:32](=[CH:33][CH:34]=[CH:35][CH:36]=2)[CH:31]=[CH:30][CH:29]=1)(=[O:27])=[O:26].[N:38]([O-])=O.[Na+].C([O-])(O)=O.[Na+]. The catalyst is Cl.CO. The product is [C:28]1([S:25]([C:24]2[C:3]3[C:2](=[CH:7][CH:6]=[C:5]([N:8]4[CH2:9][CH2:10][N:11]([C:14]([O:16][CH2:17][C:18]5[CH:19]=[CH:20][CH:21]=[CH:22][CH:23]=5)=[O:15])[CH2:12][CH2:13]4)[CH:4]=3)[NH:1][N:38]=2)(=[O:27])=[O:26])[C:37]2[C:32](=[CH:33][CH:34]=[CH:35][CH:36]=2)[CH:31]=[CH:30][CH:29]=1. The yield is 0.770. (4) The reactants are [CH3:1][O:2][C:3](=[O:15])[C:4]1[CH:9]=[CH:8][C:7]([CH:10]=O)=[C:6]([N+]([O-])=O)[CH:5]=1.[CH2:16]([O:18][C:19](=[O:22])[CH2:20][SH:21])[CH3:17].C([O-])([O-])=O.[K+].[K+]. The catalyst is CN(C=O)C. The product is [CH3:1][O:2][C:3]([C:4]1[CH:9]=[CH:8][C:7]2[CH:10]=[C:20]([C:19]([O:18][CH2:16][CH3:17])=[O:22])[S:21][C:6]=2[CH:5]=1)=[O:15]. The yield is 0.800. (5) The reactants are [Li].[F:2][C:3]([F:18])([F:17])[C:4]1[C:12]2[N:11]=[C:10]([CH2:13][C:14]([OH:16])=O)[NH:9][C:8]=2[CH:7]=[CH:6][CH:5]=1.[CH2:19]([N:26]1[CH2:30][CH2:29][C@@H:28]([NH2:31])[CH2:27]1)[C:20]1[CH:25]=[CH:24][CH:23]=[CH:22][CH:21]=1.C1C=CC2N(O)N=NC=2C=1.CCN=C=NCCCN(C)C.C(N(C(C)C)CC)(C)C.C([O-])(O)=O.[Na+]. The yield is 0.620. The catalyst is CN(C=O)C.ClCCl. The product is [CH2:19]([N:26]1[CH2:30][CH2:29][C@@H:28]([NH:31][C:14](=[O:16])[CH2:13][C:10]2[NH:9][C:8]3[CH:7]=[CH:6][CH:5]=[C:4]([C:3]([F:2])([F:18])[F:17])[C:12]=3[N:11]=2)[CH2:27]1)[C:20]1[CH:21]=[CH:22][CH:23]=[CH:24][CH:25]=1. (6) The reactants are C([O:5][C:6](=[O:31])[C:7]1[CH:12]=[CH:11][C:10]([C:13]2[CH2:17][C:16]([C:22]3[CH:27]=[C:26]([Cl:28])[CH:25]=[C:24]([Cl:29])[CH:23]=3)([C:18]([F:21])([F:20])[F:19])[O:15][CH:14]=2)=[CH:9][C:8]=1[CH3:30])(C)(C)C.FC(F)(F)C(O)=O. The catalyst is ClCCl. The product is [Cl:29][C:24]1[CH:23]=[C:22]([C:16]2([C:18]([F:20])([F:21])[F:19])[O:15][CH:14]=[C:13]([C:10]3[CH:11]=[CH:12][C:7]([C:6]([OH:31])=[O:5])=[C:8]([CH3:30])[CH:9]=3)[CH2:17]2)[CH:27]=[C:26]([Cl:28])[CH:25]=1. The yield is 0.740. (7) The reactants are Cl[C:2]1[C:7]([CH2:8][C:9]2[CH:14]=[CH:13][C:12]([C:15]3[C:16]([C:21]#[N:22])=[CH:17][CH:18]=[CH:19][CH:20]=3)=[CH:11][CH:10]=2)=[C:6]([CH2:23][CH2:24][CH3:25])[N:5]=[C:4]([CH3:26])[N:3]=1.[C:27]1([S:33]([NH2:36])(=[O:35])=[O:34])[CH:32]=[CH:31][CH:30]=[CH:29][CH:28]=1.[C:37](=[O:40])([O-])[O-:38].[K+].[K+].C[N:44](C)C(=O)C. The catalyst is C(OCC)(=O)C. The product is [CH3:26][C:4]1[N:3]=[C:2]([NH:36][S:33]([C:27]2[CH:32]=[CH:31][CH:30]=[CH:29][CH:28]=2)(=[O:35])=[O:34])[C:7]([CH2:8][C:9]2[CH:14]=[CH:13][C:12]([C:15]3[CH:20]=[CH:19][CH:18]=[CH:17][C:16]=3[C:21]3[NH:44][C:37](=[O:40])[O:38][N:22]=3)=[CH:11][CH:10]=2)=[C:6]([CH2:23][CH2:24][CH3:25])[N:5]=1. The yield is 0.800. (8) The reactants are [C:1]([O:5][CH2:6][CH2:7][N:8]1[C:16]2[C:11](=[CH:12][CH:13]=[C:14]([F:17])[CH:15]=2)[C:10]([C:18](=[O:27])[CH:19](Cl)[C:20]2[CH:25]=[CH:24][CH:23]=[CH:22][CH:21]=2)=[CH:9]1)([CH3:4])([CH3:3])[CH3:2].[CH3:28][O:29][C:30]1[CH:35]=[CH:34][CH:33]=[C:32]([NH2:36])[CH:31]=1. The catalyst is C(#N)C. The product is [C:1]([O:5][CH2:6][CH2:7][N:8]1[C:16]2[C:11](=[CH:12][CH:13]=[C:14]([F:17])[CH:15]=2)[C:10]([C:18](=[O:27])[CH:19]([NH:36][C:32]2[CH:33]=[CH:34][CH:35]=[C:30]([O:29][CH3:28])[CH:31]=2)[C:20]2[CH:25]=[CH:24][CH:23]=[CH:22][CH:21]=2)=[CH:9]1)([CH3:4])([CH3:3])[CH3:2]. The yield is 0.640.